Dataset: Reaction yield outcomes from USPTO patents with 853,638 reactions. Task: Predict the reaction yield, written as a fraction of the theoretical maximum amount of product (1.0 means a 100% yield; for example, 0.34 means a 34% yield). (1) The reactants are [Cl:1]N1C(=O)CCC1=O.C(#N)C.[CH:12]([C:16]1[C:17]([NH:28][CH2:29][C:30]([F:33])([F:32])[F:31])=[N:18][C:19]([N:23]2[CH:27]=[CH:26][CH:25]=[N:24]2)=[N:20][C:21]=1[Cl:22])([CH2:14][CH3:15])[CH3:13]. The catalyst is O. The product is [CH:12]([C:16]1[C:17]([NH:28][CH2:29][C:30]([F:32])([F:33])[F:31])=[N:18][C:19]([N:23]2[CH:27]=[C:26]([Cl:1])[CH:25]=[N:24]2)=[N:20][C:21]=1[Cl:22])([CH2:14][CH3:15])[CH3:13]. The yield is 0.760. (2) The reactants are [CH3:1][C:2]1[N:3]=[C:4]2[CH:9]=[C:8]([CH3:10])[CH:7]=[CH:6][N:5]2[C:11]=1[C:12]([O:14]CC)=[O:13].[Li+].[OH-]. The product is [CH3:1][C:2]1[N:3]=[C:4]2[CH:9]=[C:8]([CH3:10])[CH:7]=[CH:6][N:5]2[C:11]=1[C:12]([OH:14])=[O:13]. The yield is 0.820. The catalyst is C(O)C. (3) The yield is 0.653. The product is [C:15]([C:19]1[CH:20]=[CH:21][C:22]([C@@H:25]2[CH2:27][C@H:26]2[C:28]([N:10]2[CH2:9][C@H:8]([CH:11]([CH3:13])[CH3:12])[NH:7][C:6](=[O:14])[C@@H:5]2[CH2:1][CH:2]([CH3:4])[CH3:3])=[O:29])=[CH:23][CH:24]=1)([CH3:18])([CH3:16])[CH3:17]. The reactants are [CH2:1]([C@@H:5]1[NH:10][CH2:9][C@H:8]([CH:11]([CH3:13])[CH3:12])[NH:7][C:6]1=[O:14])[CH:2]([CH3:4])[CH3:3].[C:15]([C:19]1[CH:24]=[CH:23][C:22]([C@@H:25]2[CH2:27][C@H:26]2[C:28](O)=[O:29])=[CH:21][CH:20]=1)([CH3:18])([CH3:17])[CH3:16].C([C@@H]1N(C([C@@H]2C[C@H]2C2C=CC=CC=2)=O)C[C@H](CC(C)C)NC1=O)C(C)C. No catalyst specified.